Task: Regression. Given a peptide amino acid sequence and an MHC pseudo amino acid sequence, predict their binding affinity value. This is MHC class II binding data.. Dataset: Peptide-MHC class II binding affinity with 134,281 pairs from IEDB (1) The binding affinity (normalized) is 0.326. The peptide sequence is GELQIVDKIDACFKI. The MHC is DRB1_0802 with pseudo-sequence DRB1_0802. (2) The peptide sequence is CGMFTNRSGSQQW. The binding affinity (normalized) is 0. The MHC is HLA-DQA10201-DQB10202 with pseudo-sequence HLA-DQA10201-DQB10202. (3) The peptide sequence is YKRQLMNILGAVYRY. The MHC is DRB1_0901 with pseudo-sequence DRB1_0901. The binding affinity (normalized) is 0.711. (4) The MHC is DRB1_1201 with pseudo-sequence DRB1_1201. The binding affinity (normalized) is 0.372. The peptide sequence is GELQIVVKIDAAFKI. (5) The peptide sequence is IEALPRNMVITCQGS. The MHC is DRB1_0101 with pseudo-sequence DRB1_0101. The binding affinity (normalized) is 0.565.